The task is: Predict the product of the given reaction.. This data is from Forward reaction prediction with 1.9M reactions from USPTO patents (1976-2016). Given the reactants [Cl:1][C:2]1[CH:3]=[C:4]([C:9]2([CH2:15][NH:16][C:17](=[O:39])[C:18]3[C:23]([F:24])=[C:22]([S:25][C:26]4[S:30][C:29]([NH:31][C:32]5[CH:37]=[C:36]([CH3:38])[CH:35]=[CH:34][N:33]=5)=[N:28][CH:27]=4)[CH:21]=[CH:20][N:19]=3)[CH2:14][CH2:13][NH:12][CH2:11][CH2:10]2)[CH:5]=[CH:6][C:7]=1[Cl:8].Cl[C:41]([O:43][CH3:44])=[O:42], predict the reaction product. The product is: [Cl:1][C:2]1[CH:3]=[C:4]([C:9]2([CH2:15][NH:16][C:17](=[O:39])[C:18]3[C:23]([F:24])=[C:22]([S:25][C:26]4[S:30][C:29]([NH:31][C:32]5[CH:37]=[C:36]([CH3:38])[CH:35]=[CH:34][N:33]=5)=[N:28][CH:27]=4)[CH:21]=[CH:20][N:19]=3)[CH2:10][CH2:11][N:12]([C:41]([O:43][CH3:44])=[O:42])[CH2:13][CH2:14]2)[CH:5]=[CH:6][C:7]=1[Cl:8].